Dataset: Reaction yield outcomes from USPTO patents with 853,638 reactions. Task: Predict the reaction yield, written as a fraction of the theoretical maximum amount of product (1.0 means a 100% yield; for example, 0.34 means a 34% yield). (1) The reactants are [Cl-].O[NH3+:3].[C:4](=[O:7])([O-])[OH:5].[Na+].CS(C)=O.[CH2:13]([C:17]1[N:18]=[C:19]([CH2:48][CH2:49][O:50][CH3:51])[N:20]([C:39]2[CH:40]=[CH:41][C:42]3[O:46][CH2:45][CH2:44][C:43]=3[CH:47]=2)[C:21](=[O:38])[C:22]=1[CH2:23][C:24]1[CH:29]=[CH:28][C:27]([C:30]2[C:31]([C:36]#[N:37])=[CH:32][CH:33]=[CH:34][CH:35]=2)=[CH:26][CH:25]=1)[CH2:14][CH2:15][CH3:16]. The catalyst is C(OCC)(=O)C. The product is [CH2:13]([C:17]1[N:18]=[C:19]([CH2:48][CH2:49][O:50][CH3:51])[N:20]([C:39]2[CH:40]=[CH:41][C:42]3[O:46][CH2:45][CH2:44][C:43]=3[CH:47]=2)[C:21](=[O:38])[C:22]=1[CH2:23][C:24]1[CH:25]=[CH:26][C:27]([C:30]2[CH:35]=[CH:34][CH:33]=[CH:32][C:31]=2[C:36]2[NH:3][C:4](=[O:7])[O:5][N:37]=2)=[CH:28][CH:29]=1)[CH2:14][CH2:15][CH3:16]. The yield is 0.550. (2) The reactants are Br[C:2]1[CH:7]=[CH:6][C:5]([O:8][CH2:9][CH:10]([CH3:12])[CH3:11])=[CH:4][CH:3]=1.C([Li])CCC.[Cl:18][C:19]1[CH:30]=[CH:29][C:22]([C:23](N(OC)C)=[O:24])=[CH:21][C:20]=1[S:31](=[O:34])(=[O:33])[NH2:32]. The catalyst is O1CCCC1. The product is [Cl:18][C:19]1[CH:30]=[CH:29][C:22]([C:23](=[O:24])[C:2]2[CH:7]=[CH:6][C:5]([O:8][CH2:9][CH:10]([CH3:12])[CH3:11])=[CH:4][CH:3]=2)=[CH:21][C:20]=1[S:31]([NH2:32])(=[O:34])=[O:33]. The yield is 0.370. (3) The reactants are [F:1][C:2]1[CH:7]=[CH:6][C:5]([N:8]2[C:17]3[C:12](=[CH:13][C:14]([CH2:18][OH:19])=[CH:15][CH:16]=3)[C:11](=[O:20])[C:10]([C:21]([O:23][CH2:24][CH3:25])=[O:22])=[CH:9]2)=[CH:4][CH:3]=1.O[C:27]1[CH:28]=[N:29][C:30]([CH3:33])=[N:31][CH:32]=1.C1(P(C2C=CC=CC=2)C2C=CC=CC=2)C=CC=CC=1.CC(OC(/N=N/C(OC(C)(C)C)=O)=O)(C)C. The catalyst is C1COCC1. The product is [F:1][C:2]1[CH:3]=[CH:4][C:5]([N:8]2[C:17]3[C:12](=[CH:13][C:14]([CH2:18][O:19][C:27]4[CH:28]=[N:29][C:30]([CH3:33])=[N:31][CH:32]=4)=[CH:15][CH:16]=3)[C:11](=[O:20])[C:10]([C:21]([O:23][CH2:24][CH3:25])=[O:22])=[CH:9]2)=[CH:6][CH:7]=1. The yield is 0.980. (4) The reactants are [CH2:1]=[C:2]1[CH2:7][CH:6]2[C:8]([CH3:10])([CH3:9])[C:3]1([CH3:11])[CH2:4][CH2:5]2.[Se](=O)=[O:13]. The catalyst is C(Cl)(Cl)(Cl)Cl. The product is [CH2:1]=[C:2]1[C:7](=[O:13])[CH:6]2[C:8]([CH3:10])([CH3:9])[C:3]1([CH3:11])[CH2:4][CH2:5]2. The yield is 0.420. (5) The reactants are Cl[C:2]1[N:7]=[CH:6][N:5]=[C:4]([NH:8][C:9]2[CH:14]=[CH:13][CH:12]=[C:11]([NH2:15])[N:10]=2)[CH:3]=1.[CH3:16][O:17][C:18]1[CH:23]=[CH:22][C:21]([OH:24])=[CH:20][CH:19]=1.C([O-])([O-])=O.[K+].[K+]. The catalyst is CN(C=O)C.CCOC(C)=O. The product is [O:17]([C:18]1[CH:23]=[CH:22][C:21]([O:24][C:2]2[N:7]=[CH:6][N:5]=[C:4]([NH:8][C:9]3[CH:14]=[CH:13][CH:12]=[C:11]([NH2:15])[N:10]=3)[CH:3]=2)=[CH:20][CH:19]=1)[CH3:16]. The yield is 0.592. (6) The reactants are [C:1]([N:8]1[CH2:13][CH2:12][NH:11][CH2:10][CH2:9]1)([O:3][C:4]([CH3:7])([CH3:6])[CH3:5])=[O:2].[C:14](O)(=[O:21])[C:15]1[CH:20]=[CH:19][CH:18]=[CH:17][CH:16]=1.CN(C(ON1N=NC2C=CC=NC1=2)=[N+](C)C)C.F[P-](F)(F)(F)(F)F.CCN(C(C)C)C(C)C. The catalyst is CN(C=O)C. The product is [C:14]([N:11]1[CH2:10][CH2:9][N:8]([C:1]([O:3][C:4]([CH3:7])([CH3:6])[CH3:5])=[O:2])[CH2:13][CH2:12]1)(=[O:21])[C:15]1[CH:20]=[CH:19][CH:18]=[CH:17][CH:16]=1. The yield is 0.980.